Dataset: Reaction yield outcomes from USPTO patents with 853,638 reactions. Task: Predict the reaction yield, written as a fraction of the theoretical maximum amount of product (1.0 means a 100% yield; for example, 0.34 means a 34% yield). (1) The reactants are [OH:1][C:2]1[CH:3]=[C:4]([S:8][C:9]([CH3:15])([CH3:14])[C:10]([O:12][CH3:13])=[O:11])[CH:5]=[CH:6][CH:7]=1.CC(OC(/N=N/C(OC(C)C)=O)=O)C.[Cl:30][C:31]1[CH:39]=[C:38]([Cl:40])[CH:37]=[CH:36][C:32]=1[CH2:33][CH2:34]O.C1(P(C2C=CC=CC=2)C2C=CC=CC=2)C=CC=CC=1. The catalyst is C1COCC1. The product is [Cl:30][C:31]1[CH:39]=[C:38]([Cl:40])[CH:37]=[CH:36][C:32]=1[CH2:33][CH2:34][O:1][C:2]1[CH:3]=[C:4]([S:8][C:9]([CH3:15])([CH3:14])[C:10]([O:12][CH3:13])=[O:11])[CH:5]=[CH:6][CH:7]=1. The yield is 0.660. (2) The reactants are [CH3:1][NH:2][CH2:3][CH2:4][OH:5].[N:6]([C:9]1[CH:18]=[CH:17][C:12]([C:13]([O:15][CH3:16])=[O:14])=[CH:11][CH:10]=1)=[C:7]=[O:8]. The catalyst is C(Cl)Cl. The product is [OH:5][CH2:4][CH2:3][N:2]([CH3:1])[C:7](=[O:8])[NH:6][C:9]1[CH:18]=[CH:17][C:12]([C:13]([O:15][CH3:16])=[O:14])=[CH:11][CH:10]=1. The yield is 1.12. (3) The reactants are Br[C:2]1[CH:3]=[C:4]2[C@@:11]3([C:16]([F:18])([F:17])[CH2:15][O:14][C:13]([NH2:19])=[N:12]3)[CH2:10][CH2:9][O:8][C:5]2=[CH:6][CH:7]=1.[N:20]1[CH:25]=[C:24](B(O)O)[CH:23]=[N:22][CH:21]=1. No catalyst specified. The product is [F:17][C:16]1([F:18])[CH2:15][O:14][C:13]([NH2:19])=[N:12][C@@:11]21[C:4]1[C:5](=[CH:6][CH:7]=[C:2]([C:24]3[CH:25]=[N:20][CH:21]=[N:22][CH:23]=3)[CH:3]=1)[O:8][CH2:9][CH2:10]2. The yield is 0.550. (4) The reactants are FC(F)(F)S(O[C:7]1[CH:12]=[CH:11][C:10]([N:13]2[CH:18]=[C:17]([O:19][CH3:20])[C:16](=[O:21])[C:15]([C:22]3[N:26]([C:27]4[CH:32]=[CH:31][CH:30]=[CH:29][CH:28]=4)[N:25]=[CH:24][CH:23]=3)=[N:14]2)=[C:9]([F:33])[CH:8]=1)(=O)=O.[CH3:36][C:37]1[C:41](B(O)O)=[C:40]([CH3:45])[O:39][N:38]=1.C([O-])([O-])=O.[Na+].[Na+].COCCOC. The catalyst is C1C=CC([P]([Pd]([P](C2C=CC=CC=2)(C2C=CC=CC=2)C2C=CC=CC=2)([P](C2C=CC=CC=2)(C2C=CC=CC=2)C2C=CC=CC=2)[P](C2C=CC=CC=2)(C2C=CC=CC=2)C2C=CC=CC=2)(C2C=CC=CC=2)C2C=CC=CC=2)=CC=1.O. The yield is 0.590. The product is [CH3:36][C:37]1[C:41]([C:7]2[CH:12]=[CH:11][C:10]([N:13]3[CH:18]=[C:17]([O:19][CH3:20])[C:16](=[O:21])[C:15]([C:22]4[N:26]([C:27]5[CH:32]=[CH:31][CH:30]=[CH:29][CH:28]=5)[N:25]=[CH:24][CH:23]=4)=[N:14]3)=[C:9]([F:33])[CH:8]=2)=[C:40]([CH3:45])[O:39][N:38]=1.